This data is from Reaction yield outcomes from USPTO patents with 853,638 reactions. The task is: Predict the reaction yield, written as a fraction of the theoretical maximum amount of product (1.0 means a 100% yield; for example, 0.34 means a 34% yield). (1) The reactants are [OH:1][C:2]1[CH:7]=[CH:6][C:5]([C:8](=O)[CH2:9][N:10]2[CH:14]=[CH:13][CH:12]=[C:11]2[C:15]([O:17]C)=O)=[CH:4][CH:3]=1.[CH2:20]([NH2:23])[CH2:21][NH2:22]. The catalyst is O1CCOCC1. The product is [OH:1][C:2]1[CH:3]=[CH:4][C:5]([C:8]23[NH:23][CH2:20][CH2:21][N:22]2[C:15](=[O:17])[C:11]2[N:10]([CH:14]=[CH:13][CH:12]=2)[CH2:9]3)=[CH:6][CH:7]=1. The yield is 0.860. (2) The reactants are [C:1]([C:4]1[CH:9]=[CH:8][C:7]([S:10]([NH:13][C:14]2[CH:19]=[CH:18][CH:17]=[CH:16][N:15]=2)(=[O:12])=[O:11])=[CH:6][CH:5]=1)(=[O:3])[CH3:2].[NH2:20][C:21]1[CH:26]=[CH:25][CH:24]=[CH:23][C:22]=1[C:27]#[C:28][C:29]1[C:30]([O:39][CH3:40])=[CH:31][C:32]([O:37][CH3:38])=[C:33]([CH:36]=1)[CH:34]=O.C[O-].[Li+]. The catalyst is CN(C=O)C.CO. The product is [NH2:20][C:21]1[CH:26]=[CH:25][CH:24]=[CH:23][C:22]=1[C:27]#[C:28][C:29]1[C:30]([O:39][CH3:40])=[CH:31][C:32]([O:37][CH3:38])=[C:33](/[CH:34]=[CH:2]/[C:1]([C:4]2[CH:5]=[CH:6][C:7]([S:10]([NH:13][C:14]3[CH:19]=[CH:18][CH:17]=[CH:16][N:15]=3)(=[O:12])=[O:11])=[CH:8][CH:9]=2)=[O:3])[CH:36]=1. The yield is 0.650. (3) The reactants are C(=O)([O-])[O-].[Na+].[Na+].[CH:7]1[C:19]2[CH:18]([CH2:20][O:21][C:22](Cl)=[O:23])[C:17]3[C:12](=[CH:13][CH:14]=[CH:15][CH:16]=3)[C:11]=2[CH:10]=[CH:9][CH:8]=1.[Cl:25][C@H:26]1[CH2:30][NH:29][C@@H:28]2[C@@H:31]([OH:34])[CH2:32][O:33][C@H:27]12. The catalyst is O.O1CCOCC1. The product is [Cl:25][C@H:26]1[CH2:30][N:29]([C:22]([O:21][CH2:20][CH:18]2[C:19]3[CH:7]=[CH:8][CH:9]=[CH:10][C:11]=3[C:16]3[C:17]2=[CH:12][CH:13]=[CH:14][CH:15]=3)=[O:23])[C@@H:28]2[C@@H:31]([OH:34])[CH2:32][O:33][C@H:27]12. The yield is 0.870. (4) The catalyst is CO. The product is [NH2:17][C:12]1[C:13]([O:15][CH3:16])=[CH:14][C:5]([Cl:4])=[C:6]([CH:11]=1)[C:7]([O:9][CH3:10])=[O:8]. The yield is 0.571. The reactants are [Sn](Cl)Cl.[Cl:4][C:5]1[CH:14]=[C:13]([O:15][CH3:16])[C:12]([N+:17]([O-])=O)=[CH:11][C:6]=1[C:7]([O:9][CH3:10])=[O:8]. (5) The reactants are [N:1]1[CH:6]=[CH:5][CH:4]=[C:3]2[C:7]3[CH:13]=[CH:12][CH:11]=[C:10](OS(C(F)(F)F)(=O)=O)[C:8]=3[O:9][C:2]=12.[Br-].[N:23]1[CH:28]=[CH:27][CH:26]=[CH:25][C:24]=1[Zn+]. The catalyst is C1C=CC(/C=C/C(/C=C/C2C=CC=CC=2)=O)=CC=1.C1C=CC(/C=C/C(/C=C/C2C=CC=CC=2)=O)=CC=1.C1C=CC(/C=C/C(/C=C/C2C=CC=CC=2)=O)=CC=1.[Pd].[Pd].CC(C1C=C(C(C)C)C(C2C=CC=CC=2P(C2CCCCC2)C2CCCCC2)=C(C(C)C)C=1)C.C1COCC1. The product is [N:23]1[CH:28]=[CH:27][CH:26]=[CH:25][C:24]=1[C:10]1[C:8]2[O:9][C:2]3[C:3]([C:7]=2[CH:13]=[CH:12][CH:11]=1)=[CH:4][CH:5]=[CH:6][N:1]=3. The yield is 0.870. (6) The catalyst is C(OCC)(=O)C. The product is [OH:32][C:27]1[CH2:26][CH:25]([C:19]2[CH:24]=[CH:23][CH:22]=[CH:21][CH:20]=2)[CH2:30][C:29](=[O:31])[C:28]=1[CH2:6][C:7](=[O:8])[C:9]1[CH:14]=[CH:13][CH:12]=[C:11]([C:15]([F:18])([F:17])[F:16])[CH:10]=1. The reactants are C(Cl)(Cl)Cl.Br[CH2:6][C:7]([C:9]1[CH:14]=[CH:13][CH:12]=[C:11]([C:15]([F:18])([F:17])[F:16])[CH:10]=1)=[O:8].[C:19]1([CH:25]2[CH2:30][C:29](=[O:31])[CH2:28][C:27](=[O:32])[CH2:26]2)[CH:24]=[CH:23][CH:22]=[CH:21][CH:20]=1.C(=O)([O-])[O-].[K+].[K+]. The yield is 0.350. (7) The reactants are [O:1]1[CH:5]=[CH:4][N:3]=[C:2]1[C:6]1[C:11]([C:12]2[CH:17]=[CH:16][N:15]=[CH:14][CH:13]=2)=[CH:10][C:9]([NH2:18])=[C:8]([NH2:19])[N:7]=1.C(N(CC)CC)C.CN(C)[CH:29]=[O:30]. No catalyst specified. The product is [O:1]1[CH:5]=[CH:4][N:3]=[C:2]1[C:6]1[N:7]=[C:8]2[NH:19][C:29](=[O:30])[NH:18][C:9]2=[CH:10][C:11]=1[C:12]1[CH:17]=[CH:16][N:15]=[CH:14][CH:13]=1. The yield is 0.450. (8) The reactants are [C:1]1(=[O:12])[C:6]2([CH2:11][CH2:10][NH:9][CH2:8][CH2:7]2)[CH2:5][CH2:4][CH2:3][NH:2]1.Cl[C:14]1[N:19]=[C:18]([CH3:20])[CH:17]=[C:16]([CH3:21])[N:15]=1.CCN(C(C)C)C(C)C. The catalyst is C(O)C.CN(C1C=CN=CC=1)C. The product is [CH3:21][C:16]1[CH:17]=[C:18]([CH3:20])[N:19]=[C:14]([N:9]2[CH2:10][CH2:11][C:6]3([C:1](=[O:12])[NH:2][CH2:3][CH2:4][CH2:5]3)[CH2:7][CH2:8]2)[N:15]=1. The yield is 0.750.